This data is from Reaction yield outcomes from USPTO patents with 853,638 reactions. The task is: Predict the reaction yield, written as a fraction of the theoretical maximum amount of product (1.0 means a 100% yield; for example, 0.34 means a 34% yield). (1) The reactants are Br[C:2]1[C:11]2[O:10][CH2:9][C:8]3[CH:12]=[C:13]([OH:16])[CH:14]=[CH:15][C:7]=3[C:6]=2[CH:5]=[C:4]2[CH:17]=[CH:18][C:19]([OH:21])=[CH:20][C:3]=12.C([Sn](CCCC)(CCCC)[C:27]1[O:28][CH:29]=[CH:30][CH:31]=1)CCC. The catalyst is C1(C)C=CC=CC=1.C1C=CC([P]([Pd]([P](C2C=CC=CC=2)(C2C=CC=CC=2)C2C=CC=CC=2)([P](C2C=CC=CC=2)(C2C=CC=CC=2)C2C=CC=CC=2)[P](C2C=CC=CC=2)(C2C=CC=CC=2)C2C=CC=CC=2)(C2C=CC=CC=2)C2C=CC=CC=2)=CC=1. The product is [O:28]1[CH:29]=[CH:30][CH:31]=[C:27]1[C:2]1[C:11]2[O:10][CH2:9][C:8]3[CH:12]=[C:13]([OH:16])[CH:14]=[CH:15][C:7]=3[C:6]=2[CH:5]=[C:4]2[CH:17]=[CH:18][C:19]([OH:21])=[CH:20][C:3]=12. The yield is 0.640. (2) The reactants are [OH-].[Li+].[CH:3]([O:6][C:7]1[CH:8]=[CH:9][C:10]([C:13]([O:15]C)=[O:14])=[N:11][CH:12]=1)([CH3:5])[CH3:4]. The catalyst is O1CCOCC1.C(OCC)(=O)C. The product is [CH:3]([O:6][C:7]1[CH:8]=[CH:9][C:10]([C:13]([OH:15])=[O:14])=[N:11][CH:12]=1)([CH3:5])[CH3:4]. The yield is 0.290. (3) The reactants are [C:1](Cl)(=O)[C:2]([Cl:4])=[O:3].[CH3:7][C:8]1C(C(O)=O)=[C:11]2[N:12]=[C:13]([C:16]3[CH:21]=[CH:20][CH:19]=[CH:18][C:17]=3[C:22]([F:25])([F:24])[F:23])[CH:14]=[CH:15][N:10]2[N:9]=1. The catalyst is CN(C=O)C. The product is [CH3:7][C:8]1[C:1]([C:2]([Cl:4])=[O:3])=[C:11]2[N:12]=[C:13]([C:16]3[CH:21]=[CH:20][CH:19]=[CH:18][C:17]=3[C:22]([F:25])([F:23])[F:24])[CH:14]=[CH:15][N:10]2[N:9]=1. The yield is 1.00. (4) The reactants are [CH3:1][O:2][C:3](=[O:12])[C:4]1[CH:9]=[CH:8][C:7](F)=[CH:6][C:5]=1[CH3:11].[CH3:13][N:14]1[CH2:19][CH2:18][NH:17][CH2:16][CH2:15]1.C([O-])([O-])=O.[K+].[K+].CS(C)=O. The catalyst is C(Cl)Cl. The product is [CH3:11][C:5]1[CH:6]=[C:7]([N:17]2[CH2:18][CH2:19][N:14]([CH3:13])[CH2:15][CH2:16]2)[CH:8]=[CH:9][C:4]=1[C:3]([O:2][CH3:1])=[O:12]. The yield is 0.380. (5) The reactants are [Cl:1][C:2]1[C:3]([O:12][C:13]2[CH:18]=[C:17]([O:19][CH2:20][CH2:21][CH2:22][O:23][CH3:24])[CH:16]=[CH:15][C:14]=2/[CH:25]=[CH:26]/[C:27]([OH:29])=O)=[N:4][CH:5]=[C:6]([C:8]([F:11])([F:10])[F:9])[CH:7]=1.Cl.C(N=C=NCCCN(C)C)C.[CH2:42]([S:47]([NH2:50])(=[O:49])=[O:48])[CH2:43][CH2:44][CH2:45][CH3:46].Cl. The catalyst is C(#N)C.CN(C)C1C=CN=CC=1.C(OCC)(=O)C. The product is [Cl:1][C:2]1[C:3]([O:12][C:13]2[CH:18]=[C:17]([O:19][CH2:20][CH2:21][CH2:22][O:23][CH3:24])[CH:16]=[CH:15][C:14]=2/[CH:25]=[CH:26]/[C:27]([NH:50][S:47]([CH2:42][CH2:43][CH2:44][CH2:45][CH3:46])(=[O:49])=[O:48])=[O:29])=[N:4][CH:5]=[C:6]([C:8]([F:9])([F:11])[F:10])[CH:7]=1. The yield is 0.260. (6) The reactants are C([O:3][C:4]([C:6]1[C:7]2[CH:14]=[CH:13][N:12]([S:15]([C:18]3[CH:23]=[CH:22][C:21]([CH3:24])=[CH:20][CH:19]=3)(=[O:17])=[O:16])[C:8]=2[N:9]=[CH:10][N:11]=1)=[CH2:5])C.C1COCC1. The catalyst is CO. The product is [C:21]1([CH3:24])[CH:20]=[CH:19][C:18]([S:15]([N:12]2[C:8]3[N:9]=[CH:10][N:11]=[C:6]([C:4](=[O:3])[CH3:5])[C:7]=3[CH:14]=[CH:13]2)(=[O:17])=[O:16])=[CH:23][CH:22]=1. The yield is 0.890. (7) The reactants are C(=O)([O-])O.[Na+].Cl[C:7]1[N:8]=[CH:9][C:10]([C:13]([O:15]C)=[O:14])=[N:11][CH:12]=1.CC1(C)C(C)(C)OB([C:25]2[CH2:26][CH2:27][N:28]([C:31]([O:33][C:34]([CH3:37])([CH3:36])[CH3:35])=[O:32])[CH2:29][CH:30]=2)O1.C1(P(C2C=CC=CC=2)C2C=CC=CC=2)C=CC=CC=1. The catalyst is COCCOC.O.C([O-])(=O)C.[Pd+2].C([O-])(=O)C. The product is [CH3:37][C:34]([O:33][C:31]([N:28]1[CH2:27][CH:26]=[C:25]([C:7]2[N:8]=[CH:9][C:10]([C:13]([OH:15])=[O:14])=[N:11][CH:12]=2)[CH2:30][CH2:29]1)=[O:32])([CH3:35])[CH3:36]. The yield is 1.00. (8) The reactants are [CH:1]1[CH:6]=[CH:5][C:4]([CH2:7][CH2:8][NH:9][CH2:10][C:11]2[CH:16]=[CH:15][CH:14]=[CH:13][CH:12]=2)=[CH:3][CH:2]=1.C([O-])(O)=O.[Na+].[C:22](Cl)(=[O:24])[CH3:23]. The catalyst is C(Cl)Cl. The product is [CH2:10]([N:9]([CH2:8][CH2:7][C:4]1[CH:5]=[CH:6][CH:1]=[CH:2][CH:3]=1)[C:22](=[O:24])[CH3:23])[C:11]1[CH:16]=[CH:15][CH:14]=[CH:13][CH:12]=1. The yield is 1.00. (9) The reactants are [C:1]1([NH:7][C:8]2[CH:13]=[CH:12][CH:11]=[CH:10][CH:9]=2)[CH:6]=[CH:5][CH:4]=[CH:3][CH:2]=1.I[C:15]1[CH:20]=[CH:19][C:18]([I:21])=[CH:17][CH:16]=1.C(=O)([O-])[O-].[K+].[K+]. The catalyst is ClC1C=CC=CC=1Cl.[Cu]. The product is [C:8]1([N:7]([C:1]2[CH:2]=[CH:3][CH:4]=[CH:5][CH:6]=2)[C:15]2[CH:20]=[CH:19][C:18]([I:21])=[CH:17][CH:16]=2)[CH:9]=[CH:10][CH:11]=[CH:12][CH:13]=1. The yield is 0.440. (10) The reactants are [CH3:1][S:2]([C:5]1[CH:6]=[N:7][CH:8]=[C:9]([CH:14]=1)[C:10](OC)=[O:11])(=[O:4])=[O:3].[NH2:15][NH2:16]. The catalyst is CO. The product is [CH3:1][S:2]([C:5]1[CH:6]=[N:7][CH:8]=[C:9]([CH:14]=1)[C:10]([NH:15][NH2:16])=[O:11])(=[O:4])=[O:3]. The yield is 0.800.